Dataset: Forward reaction prediction with 1.9M reactions from USPTO patents (1976-2016). Task: Predict the product of the given reaction. (1) Given the reactants [OH:1][C:2]1[CH:10]=[CH:9][C:8]2[N:7]3[C@H:11]([CH3:16])[CH2:12][NH:13][C:14](=[O:15])[C:6]3=[CH:5][C:4]=2[CH:3]=1.C(=O)([O-])[O-].[K+].[K+].Br[CH2:24][CH2:25][CH2:26][Cl:27], predict the reaction product. The product is: [Cl:27][CH2:26][CH2:25][CH2:24][O:1][C:2]1[CH:10]=[CH:9][C:8]2[N:7]3[C@H:11]([CH3:16])[CH2:12][NH:13][C:14](=[O:15])[C:6]3=[CH:5][C:4]=2[CH:3]=1. (2) Given the reactants [O:1]=[C:2]([CH3:9])[CH2:3][C:4]([O:6][CH2:7][CH3:8])=[O:5].Br[CH2:11][C:12](=[O:17])[C:13]([CH3:16])([CH3:15])[CH3:14].Cl, predict the reaction product. The product is: [C:2]([CH:3]([CH2:11][C:12](=[O:17])[C:13]([CH3:16])([CH3:15])[CH3:14])[C:4]([O:6][CH2:7][CH3:8])=[O:5])(=[O:1])[CH3:9]. (3) Given the reactants OC[C:3]1[CH:12]=[CH:11][C:6]([C:7]([O:9][CH3:10])=[O:8])=[CH:5][CH:4]=1.Br[C:14]1[N:19]=[C:18]([N:20]([CH3:28])C(=O)OC(C)(C)C)[CH:17]=[CH:16][CH:15]=1.C([O-])([O-])=[O:30].[K+].[K+], predict the reaction product. The product is: [CH3:28][NH:20][C:18]1[N:19]=[C:14]([O:30][C:3]2[CH:4]=[CH:5][C:6]([C:7]([O:9][CH3:10])=[O:8])=[CH:11][CH:12]=2)[CH:15]=[CH:16][CH:17]=1. (4) Given the reactants [CH2:1]([C@H:8]([NH:45]C(=O)O[C@@H]1[C@H]2[C@H](OCC2)OC1)[C@@H:9]([OH:44])[CH:10]([NH:32][S:33]([C:36]1[CH:41]=[CH:40][C:39]([O:42][CH3:43])=[CH:38][CH:37]=1)(=[O:35])=[O:34])CC(C)(C)CCN(CC1C=CC=CC=1)CC1C=CC=CC=1)[C:2]1[CH:7]=[CH:6][CH:5]=[CH:4][CH:3]=1.C([C@H](NC(=O)O[C@H]1[C@@H]2[C@@H](OCC2)OC1)[C@@H](O)C(NS(C1C=CC(OC)=CC=1)(=O)=O)[CH2:67][C:68]([CH3:87])([CH3:86])[CH2:69][CH2:70][N:71]([CH2:79][C:80]1[CH:85]=[CH:84][CH:83]=[CH:82][CH:81]=1)[CH2:72][C:73]1[CH:78]=[CH:77][CH:76]=[CH:75][CH:74]=1)C1C=CC=CC=1, predict the reaction product. The product is: [NH2:45][C@@H:8]([CH2:1][C:2]1[CH:7]=[CH:6][CH:5]=[CH:4][CH:3]=1)[C@H:9]([OH:44])[CH2:10][N:32]([CH2:67][C:68]([CH3:87])([CH3:86])[CH2:69][CH2:70][N:71]([CH2:72][C:73]1[CH:78]=[CH:77][CH:76]=[CH:75][CH:74]=1)[CH2:79][C:80]1[CH:81]=[CH:82][CH:83]=[CH:84][CH:85]=1)[S:33]([C:36]1[CH:37]=[CH:38][C:39]([O:42][CH3:43])=[CH:40][CH:41]=1)(=[O:34])=[O:35]. (5) Given the reactants [C:1]1([CH3:11])[CH:6]=[CH:5][C:4]([S:7](Cl)(=[O:9])=[O:8])=[CH:3][CH:2]=1.[CH3:12][C:13]1[N:14]=[C:15]([C:18](=[O:20])[CH3:19])[NH:16][CH:17]=1, predict the reaction product. The product is: [CH3:12][C:13]1[N:14]=[C:15]([C:18](=[O:20])[CH3:19])[N:16]([S:7]([C:4]2[CH:5]=[CH:6][C:1]([CH3:11])=[CH:2][CH:3]=2)(=[O:9])=[O:8])[CH:17]=1. (6) Given the reactants [C:1](N1C=CN=C1)([N:3]1C=CN=C1)=O.[Cl:13][C:14]1[CH:15]=[CH:16][C:17](F)=[C:18]([C:20]2[N:21]=[C:22]([NH:30][C:31]3[C:36]([C:37](O)=[O:38])=[CH:35][N:34]=[CH:33][CH:32]=3)[C:23]3[CH:29]=[CH:28][CH:27]=[N:26][C:24]=3[N:25]=2)[CH:19]=1.[CH3:41][NH2:42], predict the reaction product. The product is: [Cl:13][C:14]1[CH:15]=[CH:16][C:17]([NH:42][CH3:41])=[C:18]([C:20]2[N:21]=[C:22]([NH:30][C:31]3[C:36]([C:37]([NH:3][CH3:1])=[O:38])=[CH:35][N:34]=[CH:33][CH:32]=3)[C:23]3[CH:29]=[CH:28][CH:27]=[N:26][C:24]=3[N:25]=2)[CH:19]=1.